The task is: Regression. Given a peptide amino acid sequence and an MHC pseudo amino acid sequence, predict their binding affinity value. This is MHC class I binding data.. This data is from Peptide-MHC class I binding affinity with 185,985 pairs from IEDB/IMGT. (1) The peptide sequence is VPLDEDFRKY. The MHC is HLA-A24:02 with pseudo-sequence HLA-A24:02. The binding affinity (normalized) is 0. (2) The peptide sequence is SADNHPKMIK. The MHC is Patr-A0101 with pseudo-sequence YFAMYQESAAHTDVDTLYIIYRDYTWAAQAYTWY. The binding affinity (normalized) is 0. (3) The peptide sequence is MYPFIFFIV. The MHC is HLA-A29:02 with pseudo-sequence HLA-A29:02. The binding affinity (normalized) is 0.0847. (4) The peptide sequence is LLWAARPRL. The MHC is HLA-A03:01 with pseudo-sequence HLA-A03:01. The binding affinity (normalized) is 0.246. (5) The peptide sequence is KVSWRWMVY. The MHC is HLA-A29:02 with pseudo-sequence HLA-A29:02. The binding affinity (normalized) is 0.538. (6) The peptide sequence is IFFEETNGM. The MHC is H-2-Kb with pseudo-sequence H-2-Kb. The binding affinity (normalized) is 0.431. (7) The binding affinity (normalized) is 0.0847. The MHC is HLA-A02:06 with pseudo-sequence HLA-A02:06. The peptide sequence is EMIWDPNGW. (8) The binding affinity (normalized) is 0.300. The MHC is H-2-Kb with pseudo-sequence H-2-Kb. The peptide sequence is EVVEIFKHL.